This data is from Forward reaction prediction with 1.9M reactions from USPTO patents (1976-2016). The task is: Predict the product of the given reaction. (1) Given the reactants Cl[C:2]1[C:3]2[NH:10][C:9]([CH3:11])=[C:8]([C:12]([O:14][CH2:15][CH3:16])=[O:13])[C:4]=2[N:5]=[CH:6][N:7]=1.[CH:17]1([CH2:20][O:21][C:22]2[CH:27]=[CH:26][C:25]([F:28])=[CH:24][C:23]=2B2OC(C)(C)C(C)(C)O2)[CH2:19][CH2:18]1, predict the reaction product. The product is: [CH:17]1([CH2:20][O:21][C:22]2[CH:23]=[CH:24][C:25]([F:28])=[CH:26][C:27]=2[C:2]2[C:3]3[NH:10][C:9]([CH3:11])=[C:8]([C:12]([O:14][CH2:15][CH3:16])=[O:13])[C:4]=3[N:5]=[CH:6][N:7]=2)[CH2:18][CH2:19]1. (2) Given the reactants I[CH2:2][C:3]1[CH:12]=[CH:11][C:6]([C:7]([O:9][CH3:10])=[O:8])=[CH:5][CH:4]=1.[C:13]([O:17][P:18]([O-:25])([O:20][C:21]([CH3:24])([CH3:23])[CH3:22])=[O:19])([CH3:16])([CH3:15])[CH3:14].C([N+](CCCC)(CCCC)CCCC)CCC, predict the reaction product. The product is: [C:21]([O:20][P:18]([O:25][CH2:2][C:3]1[CH:12]=[CH:11][C:6]([C:7]([O:9][CH3:10])=[O:8])=[CH:5][CH:4]=1)([O:17][C:13]([CH3:16])([CH3:15])[CH3:14])=[O:19])([CH3:24])([CH3:23])[CH3:22].